Task: Predict hERG channel inhibition at various concentrations.. Dataset: hERG Central: cardiac toxicity at 1µM, 10µM, and general inhibition (1) The compound is COc1ccc(C2CC(=O)N(CCC[NH+](C)CCc3ccc(OC)c(OC)c3)C2)cc1.O=C([O-])C(=O)[O-]. Results: hERG_inhib (hERG inhibition (general)): blocker. (2) The compound is COc1ccc2c(C)cc(N3CCCCCC3)nc2c1.O=C(O)C(=O)O. Results: hERG_inhib (hERG inhibition (general)): blocker.